This data is from Full USPTO retrosynthesis dataset with 1.9M reactions from patents (1976-2016). The task is: Predict the reactants needed to synthesize the given product. (1) Given the product [Br:13][C:14]1[CH:19]=[CH:18][C:17]([C:2]2[CH:7]=[CH:6][CH:5]=[CH:4][N:3]=2)=[CH:16][CH:15]=1, predict the reactants needed to synthesize it. The reactants are: Br[C:2]1[CH:7]=[CH:6][CH:5]=[CH:4][N:3]=1.C([Li])(C)(C)C.[Br:13][C:14]1[CH:19]=[CH:18][C:17](I)=[CH:16][CH:15]=1.N. (2) The reactants are: [CH2:1]([N:3]([CH2:18][CH3:19])[CH2:4][CH2:5][CH2:6][CH2:7][NH:8][CH2:9][C:10]1[CH:15]=[C:14]([CH3:16])[CH:13]=[C:12]([CH3:17])[CH:11]=1)[CH3:2].C(N(C(C)C)CC)(C)C.[CH:29]1[C:38]2[C:33](=[CH:34][CH:35]=[CH:36][CH:37]=2)[CH:32]=[CH:31][C:30]=1[S:39](Cl)(=[O:41])=[O:40]. Given the product [CH2:18]([N:3]([CH2:1][CH3:2])[CH2:4][CH2:5][CH2:6][CH2:7][N:8]([CH2:9][C:10]1[CH:11]=[C:12]([CH3:17])[CH:13]=[C:14]([CH3:16])[CH:15]=1)[S:39]([C:30]1[CH:31]=[CH:32][C:33]2[C:38](=[CH:37][CH:36]=[CH:35][CH:34]=2)[CH:29]=1)(=[O:41])=[O:40])[CH3:19], predict the reactants needed to synthesize it. (3) Given the product [Br:27][C:25]1[CH:24]=[N:23][C:22]2=[CH:28][N:19]([CH2:18][C:15]([NH:14][C:7](=[O:8])[C:6]3[CH:10]=[CH:11][C:3]([C:2]([F:13])([F:12])[F:1])=[CH:4][CH:5]=3)([C:16]#[N:17])[CH3:29])[N:20]=[C:21]2[CH:26]=1, predict the reactants needed to synthesize it. The reactants are: [F:1][C:2]([F:13])([F:12])[C:3]1[CH:11]=[CH:10][C:6]([C:7](Cl)=[O:8])=[CH:5][CH:4]=1.[NH2:14][C:15]([CH3:29])([CH2:18][N:19]1[CH:28]=[C:22]2[N:23]=[CH:24][C:25]([Br:27])=[CH:26][C:21]2=[N:20]1)[C:16]#[N:17]. (4) Given the product [F:1][C:2]1[CH:3]=[C:4]([C:8]2[CH:16]=[CH:15][CH:14]=[C:13]3[C:9]=2/[C:10](=[CH:18]/[C:19]2[NH:20][C:28]([CH3:29])=[CH:22][C:23]=2[C:24]([N:40]2[CH2:32][CH2:33][CH2:34][C@@H:35]2[CH2:36][N:38]2[CH2:6][CH2:7][C@H:2]([F:1])[CH2:3]2)=[O:25])/[C:11](=[O:17])[NH:12]3)[CH:5]=[CH:6][CH:7]=1, predict the reactants needed to synthesize it. The reactants are: [F:1][C:2]1[CH:3]=[C:4]([C:8]2[CH:16]=[CH:15][CH:14]=[C:13]3[C:9]=2/[C:10](=[CH:18]/[C:19]2[NH:20]C(C)=[CH:22][C:23]=2[C:24](O)=[O:25])/[C:11](=[O:17])[NH:12]3)[CH:5]=[CH:6][CH:7]=1.[CH2:28](Cl)[CH2:29]Cl.[CH:32]1[CH:33]=[CH:34][C:35]2[N:40](O)N=[N:38][C:36]=2C=1. (5) Given the product [F:22][C:23]1[CH:24]=[C:25]([C:29]2[O:20][N:19]=[C:16]3[CH:15]=[CH:14][C:13]([C:12]4[N:8]([C:3]5[CH:4]=[CH:5][CH:6]=[CH:7][C:2]=5[F:1])[N:9]=[CH:10][CH:11]=4)=[CH:18][C:17]=23)[CH:26]=[CH:27][CH:28]=1, predict the reactants needed to synthesize it. The reactants are: [F:1][C:2]1[CH:7]=[CH:6][CH:5]=[CH:4][C:3]=1[N:8]1[C:12]([C:13]2[CH:18]=[CH:17][C:16]([N+:19]([O-])=[O:20])=[CH:15][CH:14]=2)=[CH:11][CH:10]=[N:9]1.[F:22][C:23]1[CH:24]=[C:25]([CH2:29]C#N)[CH:26]=[CH:27][CH:28]=1. (6) The reactants are: [N+:1]([C:4]1[CH:17]=[CH:16][CH:15]=[CH:14][C:5]=1[CH2:6][N:7]1[CH2:12][CH2:11][O:10][CH2:9][C:8]1=[O:13])([O-])=O.[Cl-].[NH4+]. Given the product [NH2:1][C:4]1[CH:17]=[CH:16][CH:15]=[CH:14][C:5]=1[CH2:6][N:7]1[CH2:12][CH2:11][O:10][CH2:9][C:8]1=[O:13], predict the reactants needed to synthesize it. (7) Given the product [Cl-:1].[Cl:1][C:2]1[C:11]2[C:6](=[CH:7][CH:8]=[CH:9][CH:10]=2)[CH:5]=[CH:4][C:3]=1[O:12][CH2:13][CH2:14][NH3+:15], predict the reactants needed to synthesize it. The reactants are: [Cl:1][C:2]1[C:11]2[C:6](=[CH:7][CH:8]=[CH:9][CH:10]=2)[CH:5]=[CH:4][C:3]=1[O:12][CH2:13][CH2:14][NH:15]C(=O)OC(C)(C)C.